This data is from Catalyst prediction with 721,799 reactions and 888 catalyst types from USPTO. The task is: Predict which catalyst facilitates the given reaction. (1) Reactant: [CH:1]1([C:4]2[N:8]([C:9]3[N:14]=[CH:13][C:12]([NH:15][C:16](=[O:24])[C:17]4[CH:22]=[CH:21][CH:20]=[N:19][C:18]=4[CH3:23])=[CH:11][CH:10]=3)[N:7]=[C:6]([C:25]([F:28])([F:27])[F:26])[CH:5]=2)[CH2:3][CH2:2]1.CC1N=CC=CC=1C(O)=O.[ClH:39]. Product: [ClH:39].[CH:1]1([C:4]2[N:8]([C:9]3[N:14]=[CH:13][C:12]([NH:15][C:16](=[O:24])[C:17]4[CH:22]=[CH:21][CH:20]=[N:19][C:18]=4[CH3:23])=[CH:11][CH:10]=3)[N:7]=[C:6]([C:25]([F:28])([F:27])[F:26])[CH:5]=2)[CH2:3][CH2:2]1. The catalyst class is: 165. (2) Reactant: [F:1][C:2]1[CH:3]=[C:4]([CH:9]([NH2:14])[C:10]([CH3:13])([OH:12])[CH3:11])[CH:5]=[CH:6][C:7]=1[F:8].[C:15](N1C=CN=C1)(N1C=CN=C1)=[O:16]. Product: [F:1][C:2]1[CH:3]=[C:4]([CH:9]2[C:10]([CH3:11])([CH3:13])[O:12][C:15](=[O:16])[NH:14]2)[CH:5]=[CH:6][C:7]=1[F:8]. The catalyst class is: 4.